From a dataset of Forward reaction prediction with 1.9M reactions from USPTO patents (1976-2016). Predict the product of the given reaction. (1) Given the reactants [ClH:1].[CH2:2]([O:4][C:5](=[O:15])[CH2:6][C:7]1[CH:12]=[CH:11][CH:10]=[C:9]([NH:13][NH2:14])[CH:8]=1)[CH3:3].[CH:16]1([C:21](=O)[CH2:22][C:23]#[N:24])[CH2:20][CH2:19][CH2:18][CH2:17]1, predict the reaction product. The product is: [ClH:1].[CH2:2]([O:4][C:5](=[O:15])[CH2:6][C:7]1[CH:12]=[CH:11][CH:10]=[C:9]([N:13]2[C:23]([NH2:24])=[CH:22][C:21]([CH:16]3[CH2:20][CH2:19][CH2:18][CH2:17]3)=[N:14]2)[CH:8]=1)[CH3:3]. (2) Given the reactants N1C=CC=C1.[CH3:6][CH:7]([CH3:10])[CH2:8][NH2:9].[OH:11][C:12]1[CH:17]=[CH:16][C:15]([C:18](=O)[CH2:19][CH2:20][C:21]([C:23]2[CH:31]=[CH:30][C:26]([C:27]([OH:29])=[O:28])=[CH:25][CH:24]=2)=O)=[CH:14][CH:13]=1, predict the reaction product. The product is: [OH:11][C:12]1[CH:17]=[CH:16][C:15]([C:18]2[N:9]([CH2:8][CH:7]([CH3:10])[CH3:6])[C:21]([C:23]3[CH:31]=[CH:30][C:26]([C:27]([OH:29])=[O:28])=[CH:25][CH:24]=3)=[CH:20][CH:19]=2)=[CH:14][CH:13]=1. (3) The product is: [ClH:33].[C:1]1([CH2:7][CH2:8][CH2:9][CH:10]2[C:16]3[CH:17]=[CH:18][CH:19]=[CH:20][C:15]=3[CH2:14][CH2:13][CH:12]([NH2:21])[C:11]2=[O:32])[CH:6]=[CH:5][CH:4]=[CH:3][CH:2]=1. Given the reactants [C:1]1([CH2:7][CH2:8][CH2:9][CH:10]2[C:16]3[CH:17]=[CH:18][CH:19]=[CH:20][C:15]=3[CH2:14][CH2:13][CH:12]([NH:21]C(OCC3C=CC=CC=3)=O)[C:11]2=[O:32])[CH:6]=[CH:5][CH:4]=[CH:3][CH:2]=1.[ClH:33], predict the reaction product. (4) The product is: [CH:26]1([NH:8][CH:9]([C:11]2[CH:16]=[C:15]([CH:17]=[CH2:18])[N:14]=[C:13](/[CH:19]=[CH:20]/[NH:21][C:22](=[O:25])[O:23][CH3:24])[CH:12]=2)[CH3:10])[CH2:28][CH2:27]1. Given the reactants C(OC([N:8]([CH:26]1[CH2:28][CH2:27]1)[CH:9]([C:11]1[CH:16]=[C:15]([CH:17]=[CH2:18])[N:14]=[C:13](/[CH:19]=[CH:20]/[NH:21][C:22](=[O:25])[O:23][CH3:24])[CH:12]=1)[CH3:10])=O)(C)(C)C.FC(F)(F)C(O)=O, predict the reaction product. (5) The product is: [C:8]([C:6]1[CH:5]=[C:4]([N+:12]([O-:14])=[O:13])[C:3]([O:15][CH3:16])=[C:2]([C:25]#[C:24][Si:26]([CH3:29])([CH3:28])[CH3:27])[CH:7]=1)([CH3:11])([CH3:10])[CH3:9]. Given the reactants Br[C:2]1[CH:7]=[C:6]([C:8]([CH3:11])([CH3:10])[CH3:9])[CH:5]=[C:4]([N+:12]([O-:14])=[O:13])[C:3]=1[O:15][CH3:16].C(N(CC)CC)C.[C:24]([Si:26]([CH3:29])([CH3:28])[CH3:27])#[CH:25], predict the reaction product.